This data is from Forward reaction prediction with 1.9M reactions from USPTO patents (1976-2016). The task is: Predict the product of the given reaction. (1) Given the reactants C([O:4][C:5]1[C:10]2[C:11]([CH3:14])=[CH:12][S:13][C:9]=2[CH:8]=[C:7]([C:15]([O:17][CH2:18][CH3:19])=[O:16])[CH:6]=1)(=O)C.C(=O)([O-])[O-].[K+].[K+], predict the reaction product. The product is: [OH:4][C:5]1[C:10]2[C:11]([CH3:14])=[CH:12][S:13][C:9]=2[CH:8]=[C:7]([C:15]([O:17][CH2:18][CH3:19])=[O:16])[CH:6]=1. (2) Given the reactants [C:1]1([C:7]2[N:8]=[C:9]([C:12]3[C:16]([C:17](O)=[O:18])=[CH:15][N:14]([CH2:20][O:21][CH2:22][CH2:23][Si:24]([CH3:27])([CH3:26])[CH3:25])[N:13]=3)[S:10][CH:11]=2)[CH:6]=[CH:5][CH:4]=[CH:3][CH:2]=1.[O:28]1[CH2:33][CH2:32][CH:31]([NH2:34])[CH2:30][CH2:29]1.CN(C(ON1N=NC2C=CC=NC1=2)=[N+](C)C)C.F[P-](F)(F)(F)(F)F.CCN(C(C)C)C(C)C, predict the reaction product. The product is: [C:1]1([C:7]2[N:8]=[C:9]([C:12]3[C:16]([C:17]([NH:34][CH:31]4[CH2:32][CH2:33][O:28][CH2:29][CH2:30]4)=[O:18])=[CH:15][N:14]([CH2:20][O:21][CH2:22][CH2:23][Si:24]([CH3:25])([CH3:27])[CH3:26])[N:13]=3)[S:10][CH:11]=2)[CH:2]=[CH:3][CH:4]=[CH:5][CH:6]=1.